Dataset: Catalyst prediction with 721,799 reactions and 888 catalyst types from USPTO. Task: Predict which catalyst facilitates the given reaction. (1) Reactant: [CH3:1][C:2]1[CH:7]=[C:6]([C:8](=O)[CH2:9][C:10]#[N:11])[CH:5]=[CH:4][N:3]=1.[CH3:13][NH:14][NH2:15]. Product: [CH3:13][N:14]1[C:10]([NH2:11])=[CH:9][C:8]([C:6]2[CH:5]=[CH:4][N:3]=[C:2]([CH3:1])[CH:7]=2)=[N:15]1. The catalyst class is: 5. (2) Reactant: C(=O)([O-])[O-].[K+].[K+].[Br:7][C:8]1[C:13]([F:14])=[CH:12][C:11]([OH:15])=[C:10]([F:16])[CH:9]=1.Br[CH:18]1[CH2:22][CH2:21][N:20]([CH:23]2[CH2:28][CH2:27][N:26]([C:29]([O:31][C:32]([CH3:35])([CH3:34])[CH3:33])=[O:30])[CH2:25][CH2:24]2)[C:19]1=[O:36]. Product: [Br:7][C:8]1[C:13]([F:14])=[CH:12][C:11]([O:15][CH:18]2[CH2:22][CH2:21][N:20]([CH:23]3[CH2:24][CH2:25][N:26]([C:29]([O:31][C:32]([CH3:34])([CH3:33])[CH3:35])=[O:30])[CH2:27][CH2:28]3)[C:19]2=[O:36])=[C:10]([F:16])[CH:9]=1. The catalyst class is: 21. (3) Reactant: [CH2:1]([O:8][C:9]1[CH:14]=[CH:13][C:12]([NH:15][S:16]([CH3:19])(=[O:18])=[O:17])=[CH:11][CH:10]=1)[C:2]1C=CC=C[CH:3]=1.[H][H].C([OH:24])C. Product: [O:24]1[CH2:3][C@H:2]1[CH2:1][O:8][C:9]1[CH:14]=[CH:13][C:12]([NH:15][S:16]([CH3:19])(=[O:18])=[O:17])=[CH:11][CH:10]=1. The catalyst class is: 45. (4) Reactant: Br[C:2]1[C:10]2[S:9][C:8]([NH:11][C:12]([NH:14][CH2:15][CH3:16])=[O:13])=[N:7][C:6]=2[CH:5]=[C:4]([C:17]2[CH:18]=[N:19][CH:20]=[CH:21][CH:22]=2)[CH:3]=1.[CH3:23][N:24]([CH3:44])[C:25]1[CH:30]=[CH:29][CH:28]=[C:27]([Sn](CCCC)(CCCC)CCCC)[N:26]=1. Product: [CH3:23][N:24]([CH3:44])[C:25]1[N:26]=[C:27]([C:2]2[C:10]3[S:9][C:8]([NH:11][C:12]([NH:14][CH2:15][CH3:16])=[O:13])=[N:7][C:6]=3[CH:5]=[C:4]([C:17]3[CH:18]=[N:19][CH:20]=[CH:21][CH:22]=3)[CH:3]=2)[CH:28]=[CH:29][CH:30]=1. The catalyst class is: 233. (5) The catalyst class is: 3. Product: [CH3:1][C:2]1[N:6]([C:7]2[CH:12]=[CH:11][CH:10]=[CH:9][CH:8]=2)[C:5]([C:13]2[CH:14]=[CH:15][CH:16]=[CH:17][CH:18]=2)=[C:4]([C:19]([N:32]2[CH2:33][CH2:34][NH:29][CH2:30][C@H:31]2[CH2:35][C:36]2[S:37][CH:38]=[CH:39][CH:40]=2)=[O:20])[CH:3]=1. Reactant: [CH3:1][C:2]1[N:6]([C:7]2[CH:12]=[CH:11][CH:10]=[CH:9][CH:8]=2)[C:5]([C:13]2[CH:18]=[CH:17][CH:16]=[CH:15][CH:14]=2)=[C:4]([C:19](O)=[O:20])[CH:3]=1.C([N:29]1[CH2:34][CH2:33][NH:32][C@H:31]([CH2:35][C:36]2[S:37][CH:38]=[CH:39][CH:40]=2)[CH2:30]1)C1C=CC=CC=1.CCN=C=NCCCN(C)C.Cl.C1C=CC2N(O)N=NC=2C=1.C(=O)(O)[O-].[Na+].